From a dataset of Forward reaction prediction with 1.9M reactions from USPTO patents (1976-2016). Predict the product of the given reaction. Given the reactants C[N:2](C)/[CH:3]=[CH:4]/[C:5]1[CH:10]=[CH:9][N:8]=[CH:7][N:6]=1.NOS(O)(=O)=O.C(=O)([O-])O, predict the reaction product. The product is: [N:8]1[CH:9]=[CH:10][C:5]([CH2:4][C:3]#[N:2])=[N:6][CH:7]=1.